From a dataset of Reaction yield outcomes from USPTO patents with 853,638 reactions. Predict the reaction yield, written as a fraction of the theoretical maximum amount of product (1.0 means a 100% yield; for example, 0.34 means a 34% yield). (1) The reactants are [Cl:1][C:2]1[CH:3]=[C:4]2[C:9](=[CH:10][C:11]=1[O:12][C:13]1[CH:18]=[CH:17][C:16]([C:19](=[O:32])[NH:20][CH2:21][CH:22]([C:25]3[CH:30]=[CH:29][C:28]([Cl:31])=[CH:27][CH:26]=3)[O:23][CH3:24])=[CH:15][CH:14]=1)[O:8][CH2:7][CH2:6][CH:5]2[C:33]([O:35]CC)=[O:34].[OH-].[Na+]. The catalyst is C1COCC1.C(O)C. The product is [Cl:1][C:2]1[CH:3]=[C:4]2[C:9](=[CH:10][C:11]=1[O:12][C:13]1[CH:18]=[CH:17][C:16]([C:19](=[O:32])[NH:20][CH2:21][CH:22]([C:25]3[CH:26]=[CH:27][C:28]([Cl:31])=[CH:29][CH:30]=3)[O:23][CH3:24])=[CH:15][CH:14]=1)[O:8][CH2:7][CH2:6][CH:5]2[C:33]([OH:35])=[O:34]. The yield is 0.880. (2) The reactants are [CH3:1][O:2][C:3]([C:5]1[C:10]([O:11][CH3:12])=[C:9](Cl)[N:8]=[C:7]([Cl:14])[N:6]=1)=[O:4].[NH3:15]. The catalyst is C(Cl)(Cl)Cl.CO. The product is [CH3:1][O:2][C:3]([C:5]1[C:10]([O:11][CH3:12])=[C:9]([NH2:15])[N:8]=[C:7]([Cl:14])[N:6]=1)=[O:4]. The yield is 0.290. (3) The reactants are [CH2:1]([O:8][C:9]1[CH:14]=[CH:13][C:12]([CH:15]([NH:26][CH2:27][CH:28]([O:31][CH3:32])[O:29][CH3:30])[CH2:16][C:17]2[CH:22]=[CH:21][CH:20]=[C:19](OCC)[CH:18]=2)=[CH:11][C:10]=1[O:33][CH3:34])[C:2]1[CH:7]=[CH:6][CH:5]=[CH:4][CH:3]=1.[C:35](=O)([O-])[O-].[K+].[K+].Cl[C:42]([O:44][CH2:45][CH3:46])=[O:43].C(OCC)(=O)C.CCCCCC. The catalyst is O1CCCC1.O.C(OCC)C. The product is [CH2:45]([O:44][C:42](=[O:43])[N:26]([CH:15]([C:12]1[CH:13]=[CH:14][C:9]([O:8][CH2:1][C:2]2[CH:7]=[CH:6][CH:5]=[CH:4][CH:3]=2)=[C:10]([O:33][CH2:34][CH3:35])[CH:11]=1)[CH2:16][C:17]1[CH:22]=[CH:21][CH:20]=[CH:19][CH:18]=1)[CH2:27][CH:28]([O:29][CH3:30])[O:31][CH3:32])[CH3:46]. The yield is 0.560. (4) The product is [C:11]([O:15][C:16]([N:18]1[CH2:19][CH:20]=[C:21]([C:2]2[CH:7]=[CH:6][C:5]([N+:8]([O-:10])=[O:9])=[CH:4][N:3]=2)[CH2:22][CH2:23]1)=[O:17])([CH3:14])([CH3:12])[CH3:13]. The catalyst is C1(C)C=CC=CC=1.CCO.CCOC(C)=O.C1C=CC([P]([Pd]([P](C2C=CC=CC=2)(C2C=CC=CC=2)C2C=CC=CC=2)([P](C2C=CC=CC=2)(C2C=CC=CC=2)C2C=CC=CC=2)[P](C2C=CC=CC=2)(C2C=CC=CC=2)C2C=CC=CC=2)(C2C=CC=CC=2)C2C=CC=CC=2)=CC=1. The reactants are Br[C:2]1[CH:7]=[CH:6][C:5]([N+:8]([O-:10])=[O:9])=[CH:4][N:3]=1.[C:11]([O:15][C:16]([N:18]1[CH2:23][CH:22]=[C:21](OS(C(F)(F)F)(=O)=O)[CH2:20][CH2:19]1)=[O:17])([CH3:14])([CH3:13])[CH3:12].C([O-])([O-])=O.[Na+].[Na+]. The yield is 0.750. (5) The reactants are [NH2:1][CH2:2][C:3]([CH3:40])([CH3:39])[CH2:4][NH:5][C:6](=[O:38])[C:7]1[CH:12]=[CH:11][C:10]([NH:13][C:14]2[N:19]=[C:18]([NH:20][C:21]3([C:24]4[CH:29]=[CH:28][C:27]([Cl:30])=[CH:26][CH:25]=4)[CH2:23][CH2:22]3)[N:17]=[C:16]([O:31][CH2:32][C:33]([F:36])([F:35])[F:34])[N:15]=2)=[C:9]([F:37])[CH:8]=1.[CH3:41][N:42]([CH3:48])[C:43](=[O:47])[C:44](O)=[O:45].F[B-](F)(F)F.N1(OC(N(C)C)=[N+](C)C)C2C=CC=CC=2N=N1.CCN(C(C)C)C(C)C. The catalyst is CN(C=O)C. The product is [Cl:30][C:27]1[CH:28]=[CH:29][C:24]([C:21]2([NH:20][C:18]3[N:17]=[C:16]([O:31][CH2:32][C:33]([F:35])([F:36])[F:34])[N:15]=[C:14]([NH:13][C:10]4[CH:11]=[CH:12][C:7]([C:6]([NH:5][CH2:4][C:3]([CH3:40])([CH3:39])[CH2:2][NH:1][C:44](=[O:45])[C:43]([N:42]([CH3:48])[CH3:41])=[O:47])=[O:38])=[CH:8][C:9]=4[F:37])[N:19]=3)[CH2:23][CH2:22]2)=[CH:25][CH:26]=1. The yield is 0.560. (6) The reactants are C([O:5][C:6](=[O:19])[CH2:7][NH:8][C:9]([C:11]1[C:16]([OH:17])=[CH:15][C:14]([OH:18])=[CH:13][N:12]=1)=[O:10])(C)(C)C.FC(F)(F)C(O)=O. The catalyst is C(Cl)Cl. The product is [OH:17][C:16]1[C:11]([C:9]([NH:8][CH2:7][C:6]([OH:19])=[O:5])=[O:10])=[N:12][CH:13]=[C:14]([OH:18])[CH:15]=1. The yield is 0.890. (7) The reactants are [F:1][C:2]([F:21])([F:20])[O:3][C:4]1[CH:9]=[CH:8][C:7]([S:10]([N:13]2[CH2:17][CH2:16][C@H:15]([O:18][NH2:19])[CH2:14]2)(=[O:12])=[O:11])=[CH:6][CH:5]=1.ClC([O:25][C:26](Cl)(Cl)Cl)=O.C.[F:31][C:32]1[CH:38]=[CH:37][C:35]([NH2:36])=[CH:34][CH:33]=1.C(N(CC)C(C)C)(C)C. The catalyst is O1CCCC1. The product is [F:31][C:32]1[CH:38]=[CH:37][C:35]([NH:36][C:26]([NH:19][O:18][C@H:15]2[CH2:16][CH2:17][N:13]([S:10]([C:7]3[CH:6]=[CH:5][C:4]([O:3][C:2]([F:1])([F:20])[F:21])=[CH:9][CH:8]=3)(=[O:11])=[O:12])[CH2:14]2)=[O:25])=[CH:34][CH:33]=1. The yield is 0.360. (8) The reactants are [S:1]1[CH2:7][C:5](=[O:6])[NH:4][C:2]1=[S:3].[CH3:8][C:9]1[O:10][C:11]2[CH:17]=[C:16]([CH:18]=O)[CH:15]=[CH:14][C:12]=2[N:13]=1.N1C=CC=CC=1. The catalyst is C(O)C. The product is [CH3:8][C:9]1[O:10][C:11]2[CH:17]=[C:16]([CH:18]=[C:7]3[S:1][C:2](=[S:3])[NH:4][C:5]3=[O:6])[CH:15]=[CH:14][C:12]=2[N:13]=1. The yield is 0.470.